Dataset: Catalyst prediction with 721,799 reactions and 888 catalyst types from USPTO. Task: Predict which catalyst facilitates the given reaction. (1) Reactant: [F:1][C:2]1[C:10]([N+:11]([O-])=O)=[CH:9][CH:8]=[C:7]([F:14])[C:3]=1[C:4]([OH:6])=[O:5].[H][H]. Product: [NH2:11][C:10]1[C:2]([F:1])=[C:3]([C:7]([F:14])=[CH:8][CH:9]=1)[C:4]([OH:6])=[O:5]. The catalyst class is: 352. (2) Reactant: [OH-:1].[Na+].[F:3][C:4]1[C:5](Cl)=[N:6][C:7]([Cl:10])=[N:8][CH:9]=1.Cl. Product: [Cl:10][C:7]1[NH:6][C:5](=[O:1])[C:4]([F:3])=[CH:9][N:8]=1. The catalyst class is: 1. (3) Reactant: [Cl:1][C:2]1[N:10](CC=C)[C:9]2[C:8](=[O:14])[NH:7][C:6](=[O:15])[N:5]([CH2:16][CH2:17][CH2:18][CH2:19][CH3:20])[C:4]=2[N:3]=1.[C:21]1([CH2:27][C:28]2[O:32][N:31]=[C:30]([CH2:33][CH2:34][CH2:35]O)[N:29]=2)[CH:26]=[CH:25][CH:24]=[CH:23][CH:22]=1.C1C=CC(COC(/N=N/C(OCC2C=CC=CC=2)=O)=O)=CC=1.C1(P(C2C=CC=CC=2)C2C=CC=CC=2)C=CC=CC=1.N1CCOCC1. Product: [Cl:1][C:2]1[NH:10][C:9]2[C:8](=[O:14])[N:7]([CH2:35][CH2:34][CH2:33][C:30]3[N:29]=[C:28]([CH2:27][C:21]4[CH:26]=[CH:25][CH:24]=[CH:23][CH:22]=4)[O:32][N:31]=3)[C:6](=[O:15])[N:5]([CH2:16][CH2:17][CH2:18][CH2:19][CH3:20])[C:4]=2[N:3]=1. The catalyst class is: 176. (4) Reactant: [F:1][C:2]1[CH:7]=[CH:6][CH:5]=[C:4]([F:8])[C:3]=1[CH:9]=[CH:10][C:11]([C:13]1[N:14]=[C:15]([CH:18]2[CH2:23][CH2:22][N:21]([C:24](=[O:36])[CH2:25][N:26]3[C:30]([CH3:31])=[CH:29][C:28]([C:32]([F:35])([F:34])[F:33])=[N:27]3)[CH2:20][CH2:19]2)[S:16][CH:17]=1)=O.Cl.[CH3:38][O:39][NH2:40]. The catalyst class is: 5. Product: [CH3:38][O:39][N:40]=[C:11]([C:13]1[N:14]=[C:15]([CH:18]2[CH2:23][CH2:22][N:21]([C:24](=[O:36])[CH2:25][N:26]3[C:30]([CH3:31])=[CH:29][C:28]([C:32]([F:33])([F:34])[F:35])=[N:27]3)[CH2:20][CH2:19]2)[S:16][CH:17]=1)[CH:10]=[CH:9][C:3]1[C:2]([F:1])=[CH:7][CH:6]=[CH:5][C:4]=1[F:8]. (5) Reactant: [Cl:1][C:2]1[CH:3]=[C:4]2[C:9](=[CH:10][CH:11]=1)[C:8](=[O:12])[NH:7][CH2:6][CH2:5]2.C(C1C(=O)C(Cl)=C(Cl)C(=O)C=1C#N)#N. Product: [Cl:1][C:2]1[CH:3]=[C:4]2[C:9](=[CH:10][CH:11]=1)[C:8](=[O:12])[NH:7][CH:6]=[CH:5]2. The catalyst class is: 12. (6) The catalyst class is: 15. Product: [CH:7]1([P:6]([CH2:15][C-:16]2[CH:20]=[CH:19][CH:18]=[C:17]2[CH2:21][P:6]([CH:1]2[CH2:5][CH2:4][CH2:3][CH2:2]2)[CH:25]2[CH2:29][CH2:28][CH2:27][CH2:26]2)[CH:1]2[CH2:2][CH2:3][CH2:4][CH2:5]2)[CH2:8][CH2:9][CH2:10][CH2:11]1.[CH-:1]1[CH:5]=[CH:4][CH:3]=[CH:2]1.[Fe+2:30]. Reactant: [CH:1]1([PH:6][CH:7]2[CH2:11][CH2:10][CH2:9][CH2:8]2)[CH2:5][CH2:4][CH2:3][CH2:2]1.CN([CH2:15][C-:16]1[CH:20]=[CH:19][CH:18]=[C:17]1[CH2:21]N(C)C)C.[CH-:25]1[CH:29]=[CH:28][CH:27]=[CH:26]1.[Fe+2:30].